Binary Classification. Given a drug SMILES string, predict its activity (active/inactive) in a high-throughput screening assay against a specified biological target. From a dataset of Serine/threonine kinase 33 screen with 319,792 compounds. (1) The drug is Clc1ccc(C(=O)CC2NC(=S)NC2=O)cc1. The result is 0 (inactive). (2) The drug is S(c1nc(c(c(c1C#N)C)C)C)CC(=O)N. The result is 0 (inactive). (3) The molecule is S(=O)(=O)(N1CC(CCC1)C(=O)NCCOC)c1ccc(n2nnnc2)cc1. The result is 0 (inactive). (4) The molecule is S(C(C(OCCC(C)C)=O)C)c1n[nH]c(=O)[nH]c1=O. The result is 0 (inactive).